This data is from Full USPTO retrosynthesis dataset with 1.9M reactions from patents (1976-2016). The task is: Predict the reactants needed to synthesize the given product. (1) The reactants are: Cl.[NH2:2][C@@H:3]([CH2:33][C:34]1[CH:39]=[CH:38][CH:37]=[CH:36][N:35]=1)[C:4]([N:6]1[CH2:11][CH2:10][CH:9]([N:12]2[N:21]=[C:20]([C:22]3[CH:27]=[CH:26][C:25]([O:28][CH3:29])=[C:24]([O:30][CH3:31])[CH:23]=3)[C@@H:19]3[C@@H:14]([CH2:15][CH2:16][CH2:17][CH2:18]3)[C:13]2=[O:32])[CH2:8][CH2:7]1)=[O:5].[CH:40]1([CH2:43][O:44][C:45]2[CH:53]=[CH:52][C:48]3[O:49][CH2:50][O:51][C:47]=3[C:46]=2[C:54]2[C:55]3[NH:62][C:61]([CH3:63])=[C:60]([C:64](O)=[O:65])[C:56]=3[N:57]=[CH:58][N:59]=2)[CH2:42][CH2:41]1.CN(C(ON1N=NC2C=CC=NC1=2)=[N+](C)C)C.F[P-](F)(F)(F)(F)F.CCN(C(C)C)C(C)C.C(=O)(O)[O-].[Na+]. Given the product [CH:40]1([CH2:43][O:44][C:45]2[CH:53]=[CH:52][C:48]3[O:49][CH2:50][O:51][C:47]=3[C:46]=2[C:54]2[C:55]3[NH:62][C:61]([CH3:63])=[C:60]([C:64]([NH:2][C@@H:3]([CH2:33][C:34]4[CH:39]=[CH:38][CH:37]=[CH:36][N:35]=4)[C:4]([N:6]4[CH2:7][CH2:8][CH:9]([N:12]5[N:21]=[C:20]([C:22]6[CH:27]=[CH:26][C:25]([O:28][CH3:29])=[C:24]([O:30][CH3:31])[CH:23]=6)[C@@H:19]6[C@@H:14]([CH2:15][CH2:16][CH2:17][CH2:18]6)[C:13]5=[O:32])[CH2:10][CH2:11]4)=[O:5])=[O:65])[C:56]=3[N:57]=[CH:58][N:59]=2)[CH2:41][CH2:42]1, predict the reactants needed to synthesize it. (2) The reactants are: [CH:1]1[CH:6]=CC(P(C2C=CC=CC=2)C2C=CC=CC=2)=C[CH:2]=1.Br[C:21]1[CH:22]=[N:23][CH:24]=[C:25]([C:27]2[CH:32]=[CH:31][CH:30]=[CH:29][N:28]=2)[CH:26]=1.CN(C=[O:37])C. Given the product [N:28]1[CH:29]=[CH:30][CH:31]=[CH:32][C:27]=1[C:25]1[CH:26]=[C:21](/[CH:2]=[CH:1]/[CH:6]=[O:37])[CH:22]=[N:23][CH:24]=1, predict the reactants needed to synthesize it. (3) Given the product [Cl:1][C:2]1[N:3]=[C:4]([NH:21][C@@H:25]([CH:26]2[CH2:29][CH2:28]2)[CH3:27])[C:5]2[CH2:10][O:9][CH:8]([C:11]3[CH:16]=[CH:15][C:14]([F:17])=[CH:13][CH:12]=3)[C:6]=2[N:7]=1, predict the reactants needed to synthesize it. The reactants are: [Cl:1][C:2]1[N:3]=[C:4](Cl)[C:5]2[CH2:10][O:9][CH:8]([C:11]3[CH:16]=[CH:15][C:14]([F:17])=[CH:13][CH:12]=3)[C:6]=2[N:7]=1.CC[N:21]([CH:25]([CH3:27])[CH3:26])C(C)C.[CH2:28]1COC[CH2:29]1.